This data is from Reaction yield outcomes from USPTO patents with 853,638 reactions. The task is: Predict the reaction yield, written as a fraction of the theoretical maximum amount of product (1.0 means a 100% yield; for example, 0.34 means a 34% yield). (1) The reactants are [CH3:1][C:2]1[CH:3]=[C:4]([OH:9])[CH:5]=[CH:6][C:7]=1[CH3:8].C([Mg]Cl)(C)C.[C:15]1([CH:21]([C:33]2[CH:38]=[CH:37][CH:36]=[CH:35][CH:34]=2)[N:22]2[C:30]3[C:25](=[CH:26][CH:27]=[CH:28][CH:29]=3)[C:24](=[O:31])[C:23]2=[O:32])[CH:20]=[CH:19][CH:18]=[CH:17][CH:16]=1. The catalyst is O1CCCC1. The product is [C:33]1([CH:21]([C:15]2[CH:20]=[CH:19][CH:18]=[CH:17][CH:16]=2)[N:22]2[C:30]3[C:25](=[CH:26][CH:27]=[CH:28][CH:29]=3)[C:24]([OH:31])([C:5]3[CH:6]=[C:7]([CH3:8])[C:2]([CH3:1])=[CH:3][C:4]=3[OH:9])[C:23]2=[O:32])[CH:34]=[CH:35][CH:36]=[CH:37][CH:38]=1. The yield is 0.730. (2) The reactants are [CH2:1]([N:5]1[C:14]2[C:9](=[N:10][CH:11]=[C:12]([CH2:15][C:16]3[CH:21]=[CH:20][C:19]([F:22])=[CH:18][CH:17]=3)[CH:13]=2)[C:8]([OH:23])=[C:7]([C:24](OCC)=[O:25])[C:6]1=[O:29])[CH2:2][CH2:3][CH3:4].[NH2:30][CH2:31][CH2:32][OH:33]. No catalyst specified. The product is [CH2:1]([N:5]1[C:14]2[C:9](=[N:10][CH:11]=[C:12]([CH2:15][C:16]3[CH:21]=[CH:20][C:19]([F:22])=[CH:18][CH:17]=3)[CH:13]=2)[C:8]([OH:23])=[C:7]([C:24]([NH:30][CH2:31][CH2:32][OH:33])=[O:25])[C:6]1=[O:29])[CH2:2][CH2:3][CH3:4]. The yield is 0.430. (3) The reactants are Br[CH2:2][CH2:3][CH2:4][Cl:5].C1CCCCC1.[CH3:12][N:13]1[CH2:19][CH2:18][CH2:17][NH:16][CH2:15][CH2:14]1. No catalyst specified. The product is [Cl:5][CH2:4][CH2:3][CH2:2][N:16]1[CH2:17][CH2:18][CH2:19][N:13]([CH3:12])[CH2:14][CH2:15]1. The yield is 0.420. (4) The reactants are [H-].[Na+].[CH3:3][O:4][C:5](=[O:17])[CH2:6][C:7]1[CH:12]=[CH:11][CH:10]=[C:9]([S:13]([CH3:16])(=[O:15])=[O:14])[CH:8]=1.[F:18][C:19]1[CH:26]=[CH:25][C:22]([CH2:23]Br)=[CH:21][CH:20]=1. The catalyst is CN(C=O)C. The product is [CH3:3][O:4][C:5](=[O:17])[CH:6]([C:7]1[CH:12]=[CH:11][CH:10]=[C:9]([S:13]([CH3:16])(=[O:14])=[O:15])[CH:8]=1)[CH2:23][C:22]1[CH:25]=[CH:26][C:19]([F:18])=[CH:20][CH:21]=1. The yield is 0.440. (5) The reactants are [N+:1]([C:4]1[CH:5]=[C:6]([C@H:10]([NH:12][C:13]2[C:22]3[C:17](=[C:18]([C:23]([NH2:25])=[O:24])[CH:19]=[CH:20][CH:21]=3)[N:16]=[CH:15][N:14]=2)[CH3:11])[CH:7]=[CH:8][CH:9]=1)([O-])=O.[H][H]. The catalyst is CO.[Pd]. The product is [NH2:1][C:4]1[CH:5]=[C:6]([C@H:10]([NH:12][C:13]2[C:22]3[C:17](=[C:18]([C:23]([NH2:25])=[O:24])[CH:19]=[CH:20][CH:21]=3)[N:16]=[CH:15][N:14]=2)[CH3:11])[CH:7]=[CH:8][CH:9]=1. The yield is 0.930.